From a dataset of Forward reaction prediction with 1.9M reactions from USPTO patents (1976-2016). Predict the product of the given reaction. (1) Given the reactants ClC1C=CC(OC)=C(C=1)CC1CNC(=O)CN(S(C2C=CC(Cl)=CC=2)(=O)=O)C1=O.ClC1C=CC(OC)=C(C=1)/C=C1/C(=O)N(S(C2C=CC(Cl)=CC=2)(=O)=O)CC(=O)NC/1.[Cl:59][C:60]1[CH:65]=[CH:64][C:63]([NH:66][C:67](=[O:71])[O:68][CH2:69][CH3:70])=[C:62](/[CH:72]=[C:73]2\[CH2:74][NH:75][C:76](=[O:91])[CH2:77][N:78]([S:81]([C:84]3[CH:89]=[CH:88][C:87]([Cl:90])=[CH:86][CH:85]=3)(=[O:83])=[O:82])[C:79]\2=[O:80])[CH:61]=1, predict the reaction product. The product is: [CH2:69]([O:68][C:67](=[O:71])[NH:66][C:63]1[CH:64]=[CH:65][C:60]([Cl:59])=[CH:61][C:62]=1[CH2:72][CH:73]1[C:79](=[O:80])[N:78]([S:81]([C:84]2[CH:85]=[CH:86][C:87]([Cl:90])=[CH:88][CH:89]=2)(=[O:82])=[O:83])[CH2:77][C:76](=[O:91])[NH:75][CH2:74]1)[CH3:70]. (2) Given the reactants [CH3:1][O:2][C:3]1[CH:14]=[C:13]2[C:6]([NH:7][CH:8]=[C:9]2[CH2:10][CH2:11][NH2:12])=[CH:5][CH:4]=1.[F:15][C:16]([F:29])([F:28])[CH2:17][CH2:18][O:19][C:20]1[CH:21]=[C:22]([CH:25]=[CH:26][CH:27]=1)[CH:23]=O.[BH4-].[Na+], predict the reaction product. The product is: [CH3:1][O:2][C:3]1[CH:14]=[C:13]2[C:6](=[CH:5][CH:4]=1)[NH:7][CH:8]=[C:9]2[CH2:10][CH2:11][NH:12][CH2:23][C:22]1[CH:25]=[CH:26][CH:27]=[C:20]([O:19][CH2:18][CH2:17][C:16]([F:15])([F:29])[F:28])[CH:21]=1. (3) Given the reactants [F:1][C:2]1[C:7]([O:8][CH3:9])=[CH:6][C:5]([NH:10][C:11]2[CH:16]=[CH:15][C:14]([N:17]3[CH2:20][CH:19]([O:21][CH2:22][CH2:23][O:24]C4CCCCO4)[CH2:18]3)=[CH:13][CH:12]=2)=[C:4]([N+:31]([O-:33])=[O:32])[CH:3]=1.Cl.C(O)(C)C.C(=O)([O-])O.[Na+], predict the reaction product. The product is: [F:1][C:2]1[C:7]([O:8][CH3:9])=[CH:6][C:5]([NH:10][C:11]2[CH:16]=[CH:15][C:14]([N:17]3[CH2:18][CH:19]([O:21][CH2:22][CH2:23][OH:24])[CH2:20]3)=[CH:13][CH:12]=2)=[C:4]([N+:31]([O-:33])=[O:32])[CH:3]=1. (4) Given the reactants [CH3:1][O:2][C:3](=[O:17])[C:4]1[CH:9]=[CH:8][CH:7]=[C:6]([C:10]2[N:11]=[C:12]([CH3:16])[S:13][C:14]=2[CH3:15])[CH:5]=1.[Br:18]N1C(=O)CCC1=O, predict the reaction product. The product is: [CH3:1][O:2][C:3](=[O:17])[C:4]1[CH:9]=[CH:8][CH:7]=[C:6]([C:10]2[N:11]=[C:12]([CH3:16])[S:13][C:14]=2[CH2:15][Br:18])[CH:5]=1. (5) Given the reactants Br[C:2]1[CH:7]=[C:6](Br)[CH:5]=[C:4]([Br:9])[CH:3]=1.[C:10]1([NH:16][C:17]2[CH:29]=[CH:28][C:20]3[O:21][C:22]4[CH:27]=[CH:26][CH:25]=[CH:24][C:23]=4[C:19]=3[CH:18]=2)[CH:15]=[CH:14][CH:13]=[CH:12][CH:11]=1.[CH:43]1[CH:48]=[CH:47][C:46](P([C:43]2[CH:48]=[CH:47][CH:46]=[CH:45][CH:44]=2)[C:43]2[CH:48]=[CH:47][CH:46]=[CH:45][CH:44]=2)=[CH:45][CH:44]=1.[CH3:49][C:50]([O-:53])(C)[CH3:51].[Na+], predict the reaction product. The product is: [Br:9][C:4]1[CH:5]=[C:6]([N:16]([C:43]2[CH:44]=[CH:45][C:46]3[O:53][C:50]4[CH:51]=[CH:29][CH:17]=[CH:18][C:49]=4[C:47]=3[CH:48]=2)[C:10]2[CH:15]=[CH:14][CH:13]=[CH:12][CH:11]=2)[CH:7]=[C:2]([N:16]([C:17]2[CH:29]=[CH:28][C:20]3[O:21][C:22]4[CH:27]=[CH:26][CH:25]=[CH:24][C:23]=4[C:19]=3[CH:18]=2)[C:10]2[CH:15]=[CH:14][CH:13]=[CH:12][CH:11]=2)[CH:3]=1.